Dataset: Forward reaction prediction with 1.9M reactions from USPTO patents (1976-2016). Task: Predict the product of the given reaction. (1) Given the reactants [C:1]([O:5][C:6]([N:8]([CH3:16])[C@@H:9]([CH:13]([CH3:15])[CH3:14])[C:10]([O-:12])=[O:11])=[O:7])([CH3:4])([CH3:3])[CH3:2].[C:17]([O:21][C:22]([NH:24]O)=[O:23])([CH3:20])([CH3:19])[CH3:18], predict the reaction product. The product is: [C:1]([O:5][C:6]([N:8]([CH3:16])[C@@H:9]([CH:13]([CH3:14])[CH3:15])[C:10]([O:12][NH:24][C:22]([O:21][C:17]([CH3:20])([CH3:19])[CH3:18])=[O:23])=[O:11])=[O:7])([CH3:4])([CH3:3])[CH3:2]. (2) Given the reactants C[O:2][C:3](=[O:24])[C:4]1[CH:9]=[C:8]([C:10]2[S:11][CH:12]=[C:13]([C:15]3[CH:20]=[CH:19][C:18]([Cl:21])=[C:17]([Cl:22])[CH:16]=3)[N:14]=2)[CH:7]=[CH:6][C:5]=1Br.C[O:26][C:27]1[N:32]=[CH:31][C:30](B(O)O)=[CH:29][N:28]=1, predict the reaction product. The product is: [Cl:22][C:17]1[CH:16]=[C:15]([C:13]2[N:14]=[C:10]([C:8]3[CH:7]=[CH:6][C:5]([C:30]4[CH:29]=[N:28][C:27]([OH:26])=[N:32][CH:31]=4)=[C:4]([CH:9]=3)[C:3]([OH:2])=[O:24])[S:11][CH:12]=2)[CH:20]=[CH:19][C:18]=1[Cl:21]. (3) Given the reactants [NH:1]1[C:11]2[C:6](=[CH:7][CH:8]=[CH:9][CH:10]=2)[C:4](=O)[C:2]1=[O:3].[NH2:12][C:13]1[CH:21]=[C:20]2[C:16]([CH:17]=[N:18][NH:19]2)=[CH:15][CH:14]=1, predict the reaction product. The product is: [NH:19]1[C:20]2[C:16](=[CH:15][CH:14]=[C:13]([N:12]=[C:4]3[C:6]4[C:11](=[CH:10][CH:9]=[CH:8][CH:7]=4)[NH:1][C:2]3=[O:3])[CH:21]=2)[CH:17]=[N:18]1. (4) Given the reactants CC1C=CC(S(N[C@H]([C@@H](N)C2C=CC=CC=2)C2C=CC=CC=2)(=O)=O)=CC=1.[C:27]([C:29]1[CH:38]=[C:37]2[C:32]([C:33](=[O:39])[CH2:34][CH2:35][O:36]2)=[CH:31][CH:30]=1)#[N:28].[Ru:40], predict the reaction product. The product is: [Ru:40].[OH:39][C@@H:33]1[C:32]2[C:37](=[CH:38][C:29]([C:27]#[N:28])=[CH:30][CH:31]=2)[O:36][CH2:35][CH2:34]1. (5) Given the reactants [CH3:1][C:2]1[CH:7]=[CH:6][CH:5]=[CH:4][N:3]=1.OO.ClC1C=CC=[C:13]([C:17]([O:19]O)=[O:18])C=1.[N+]1([O-])C=CC=CC=1.C(OC(=O)C)(=O)C, predict the reaction product. The product is: [C:17]([O:19][CH2:1][C:2]1[CH:7]=[CH:6][CH:5]=[CH:4][N:3]=1)(=[O:18])[CH3:13]. (6) Given the reactants [OH:1][CH2:2][C@H:3]1[S:7][CH2:6][C@@H:5]([N:8]2[CH:13]=[CH:12][C:11]([NH:14][C:15](=[O:37])[CH2:16][CH2:17]/C=C\C/C=C\C/C=C\C/C=C\C/C=C\C/C=C\CC)=[N:10][C:9]2=[O:38])[O:4]1.[C:39]([NH:62][C@@H](C)C(O)=O)(=[O:61])[CH2:40][CH2:41]/[CH:42]=[CH:43]\[CH2:44]/[CH:45]=[CH:46]\[CH2:47]/[CH:48]=[CH:49]\[CH2:50]/[CH:51]=[CH:52]\[CH2:53]/[CH:54]=[CH:55]\[CH2:56]/[CH:57]=[CH:58]\[CH2:59][CH3:60], predict the reaction product. The product is: [OH:1][CH2:2][C@H:3]1[S:7][CH2:6][C@@H:5]([N:8]2[CH:13]=[CH:12][C:11]([NH:14][C:15](=[O:37])[C@@H:16]([NH:62][C:39](=[O:61])[CH2:40][CH2:41]/[CH:42]=[CH:43]\[CH2:44]/[CH:45]=[CH:46]\[CH2:47]/[CH:48]=[CH:49]\[CH2:50]/[CH:51]=[CH:52]\[CH2:53]/[CH:54]=[CH:55]\[CH2:56]/[CH:57]=[CH:58]\[CH2:59][CH3:60])[CH3:17])=[N:10][C:9]2=[O:38])[O:4]1. (7) Given the reactants [C:1]([O:5][C:6]([C@@H:8]([C@@H:12]([C:16]1[CH:21]=[CH:20][C:19]([C:22]([F:25])([F:24])[F:23])=[CH:18][CH:17]=1)/[CH:13]=[CH:14]/[CH3:15])[C:9]([OH:11])=[O:10])=[O:7])([CH3:4])([CH3:3])[CH3:2].CO.[Si](C=[N+]=[N-])(C)(C)[CH3:29], predict the reaction product. The product is: [C:1]([O:5][C:6]([C@@H:8]([C@@H:12]([C:16]1[CH:17]=[CH:18][C:19]([C:22]([F:23])([F:24])[F:25])=[CH:20][CH:21]=1)/[CH:13]=[CH:14]/[CH3:15])[C:9]([O:11][CH3:29])=[O:10])=[O:7])([CH3:2])([CH3:3])[CH3:4]. (8) Given the reactants Br[C:2]1[CH:3]=[CH:4][C:5]2[N:6]([C:16]3[CH:21]=[CH:20][CH:19]=[CH:18][CH:17]=3)[C:7]3[C:12]([C:13]=2[CH:14]=1)=[CH:11][C:10]([Br:15])=[CH:9][CH:8]=3.[C:22]1([C:31]2[CH:36]=[CH:35][CH:34]=[CH:33][CH:32]=2)[CH:27]=[CH:26][CH:25]=[CH:24][C:23]=1B(O)O.C([O-])([O-])=O.[Na+].[Na+].CCO, predict the reaction product. The product is: [C:22]1([C:31]2[CH:32]=[CH:33][CH:34]=[CH:35][CH:36]=2)[CH:27]=[CH:26][CH:25]=[CH:24][C:23]=1[C:2]1[CH:3]=[CH:4][C:5]2[N:6]([C:16]3[CH:17]=[CH:18][CH:19]=[CH:20][CH:21]=3)[C:7]3[C:12]([C:13]=2[CH:14]=1)=[CH:11][C:10]([Br:15])=[CH:9][CH:8]=3.